This data is from Full USPTO retrosynthesis dataset with 1.9M reactions from patents (1976-2016). The task is: Predict the reactants needed to synthesize the given product. Given the product [C:33]1([S:39]([N:42]2[C:46]3[N:47]=[CH:48][N:49]=[C:50]([N:16]4[CH2:17][CH2:18][CH:13]([NH:12][S:9]([C:6]5[CH:7]=[CH:8][C:3]([CH2:1][CH3:2])=[CH:4][CH:5]=5)(=[O:10])=[O:11])[CH2:14][CH2:15]4)[C:45]=3[CH:44]=[C:43]2[I:52])(=[O:40])=[O:41])[CH:34]=[CH:35][CH:36]=[CH:37][CH:38]=1, predict the reactants needed to synthesize it. The reactants are: [CH2:1]([C:3]1[CH:8]=[CH:7][C:6]([S:9]([NH:12][CH:13]2[CH2:18][CH2:17][NH:16][CH2:15][CH2:14]2)(=[O:11])=[O:10])=[CH:5][CH:4]=1)[CH3:2].FC(F)(F)C(O)=O.C(N(CC)CC)C.[C:33]1([S:39]([N:42]2[C:46]3[N:47]=[CH:48][N:49]=[C:50](Cl)[C:45]=3[CH:44]=[C:43]2[I:52])(=[O:41])=[O:40])[CH:38]=[CH:37][CH:36]=[CH:35][CH:34]=1.